The task is: Predict the reactants needed to synthesize the given product.. This data is from Full USPTO retrosynthesis dataset with 1.9M reactions from patents (1976-2016). (1) Given the product [C:10]([NH:9][C:6]1[CH:5]=[CH:4][C:3]([O:2][C:1]([NH:24][CH2:25][CH2:26][S:27]([OH:30])(=[O:29])=[O:28])=[O:23])=[CH:8][CH:7]=1)(=[O:12])[CH3:11], predict the reactants needed to synthesize it. The reactants are: [C:1](=[O:23])(OC1C=CC([N+]([O-])=O)=CC=1)[O:2][C:3]1[CH:8]=[CH:7][C:6]([NH:9][C:10](=[O:12])[CH3:11])=[CH:5][CH:4]=1.[NH2:24][CH2:25][CH2:26][S:27]([O-:30])(=[O:29])=[O:28].[Na+].OC1C=CC(NC(=O)C)=CC=1.O. (2) Given the product [NH2:14][C:9]1[N:8]=[C:7]([NH2:15])[C:6]2[C:11](=[N:12][CH:13]=[C:4]([CH2:3][N:17]([C:18]3[CH:19]=[CH:20][C:24]([C:27]([OH:28])=[O:30])=[CH:25][CH:26]=3)[CH3:16])[N:5]=2)[N:10]=1, predict the reactants needed to synthesize it. The reactants are: Cl.Br[CH2:3][C:4]1[N:5]=[C:6]2[C:11](=[N:12][CH:13]=1)[N:10]=[C:9]([NH2:14])[N:8]=[C:7]2[NH2:15].[CH3:16][NH:17][C:18]1[CH:19]=[C:20]([CH:24]=[CH:25][CH:26]=1)C(O)=O.[C:27](=[O:30])([O-])[O-:28].[K+].[K+]. (3) Given the product [C:1]([O:5][C:6]([NH:8][C@:9]1([C:14]([OH:16])=[O:15])[CH2:11][C@H:10]1[CH:12]=[CH2:13])=[O:7])([CH3:4])([CH3:2])[CH3:3], predict the reactants needed to synthesize it. The reactants are: [C:1]([O:5][C:6]([NH:8][C@:9]1([C:14]([O:16]CC)=[O:15])[CH2:11][C@H:10]1[CH:12]=[CH2:13])=[O:7])([CH3:4])([CH3:3])[CH3:2].O.[OH-].[Li+].[OH-].[Li+].Cl.